From a dataset of Reaction yield outcomes from USPTO patents with 853,638 reactions. Predict the reaction yield, written as a fraction of the theoretical maximum amount of product (1.0 means a 100% yield; for example, 0.34 means a 34% yield). (1) The reactants are Cl[C:2]1[N:3]=[C:4]([N:21]2[CH2:26][CH2:25][O:24][CH2:23][CH2:22]2)[C:5]2[S:10][C:9]([C:11]3[CH:16]=[CH:15][CH:14]=[C:13]([S:17]([CH3:20])(=[O:19])=[O:18])[CH:12]=3)=[CH:8][C:6]=2[N:7]=1.[NH2:27][C:28]1[CH:33]=[CH:32][C:31](B2OC(C)(C)C(C)(C)O2)=[CH:30][N:29]=1. No catalyst specified. The product is [CH3:20][S:17]([C:13]1[CH:12]=[C:11]([C:9]2[S:10][C:5]3[C:4]([N:21]4[CH2:26][CH2:25][O:24][CH2:23][CH2:22]4)=[N:3][C:2]([C:31]4[CH:32]=[CH:33][C:28]([NH2:27])=[N:29][CH:30]=4)=[N:7][C:6]=3[CH:8]=2)[CH:16]=[CH:15][CH:14]=1)(=[O:19])=[O:18]. The yield is 0.750. (2) The reactants are [H-].[Na+].[CH2:3]([O:10][C:11]1[CH:20]=[C:14]2[C:15](=[O:19])[NH:16][CH2:17][CH2:18][N:13]2[N:12]=1)[C:4]1[CH:9]=[CH:8][CH:7]=[CH:6][CH:5]=1.Br[CH2:22][CH:23]1[CH2:25][CH2:24]1. The catalyst is CN(C=O)C.O. The product is [CH2:3]([O:10][C:11]1[CH:20]=[C:14]2[C:15](=[O:19])[N:16]([CH2:22][CH:23]3[CH2:25][CH2:24]3)[CH2:17][CH2:18][N:13]2[N:12]=1)[C:4]1[CH:5]=[CH:6][CH:7]=[CH:8][CH:9]=1. The yield is 0.760. (3) The reactants are [O:1]1[CH:5]=[CH:4][C:3]([CH2:6]O)=[CH:2]1.C1(P([N:22]=[N+:23]=[N-:24])(C2C=CC=CC=2)=O)C=CC=CC=1.CCCCCCC=CCCC. The catalyst is C1(C)C=CC=CC=1. The product is [N:22]([CH2:6][C:3]1[CH:4]=[CH:5][O:1][CH:2]=1)=[N+:23]=[N-:24]. The yield is 0.950.